Binary Classification. Given a T-cell receptor sequence (or CDR3 region) and an epitope sequence, predict whether binding occurs between them. From a dataset of TCR-epitope binding with 47,182 pairs between 192 epitopes and 23,139 TCRs. The epitope is YYRRATRRIR. The TCR CDR3 sequence is CASSSDRLTYEQYF. Result: 0 (the TCR does not bind to the epitope).